Dataset: Experimentally validated miRNA-target interactions with 360,000+ pairs, plus equal number of negative samples. Task: Binary Classification. Given a miRNA mature sequence and a target amino acid sequence, predict their likelihood of interaction. (1) The miRNA is mmu-miR-532-3p with sequence CCUCCCACACCCAAGGCUUGCA. The protein sequence of the target gene is MASLVAYDDSDSETEADPARSGDAAGQISDASGMSRPSGMGFASSTVGVTKEGAQHTGNSPNEDPGMQRLPLARLWRSDPGSCPSQRLQWPSKEPDTTFPPSEPPRPSLWMSRAPVGHVPLAAACLKPLKPAWDVLKPSHDQSTFESTAGNASSSQRKRGEDCVLPYIPKRLRQLQALNPEAGGGKDGEPPGPPAGCAPAPLCVAPTVSEFIQPYLNSQYRETTVPKKVLFHLRGHRGPVNSIQWCPVFCKSHMLLSASMDKTFKVWNAVDSGHCLQTYSVHSEAVRAARWSPCGRRILS.... Result: 1 (interaction). (2) The miRNA is hsa-miR-6726-3p with sequence CUCGCCCUGUCUCCCGCUAG. The protein sequence of the target gene is MATNFLAHEKIWFDKFKYDDAERRFYEQMNGPVAGASRQENGASVILRDIARARENIQKSLAGSSGPGASSGTSGDHGELVVRIASLEVENQSLRGVVQELQQAISKLEARLNVLEKSSPGHRATAPQTQHVSPMRQVEPPAKKPATPAEDDEDDDIDLFGSDNEEEDKEAAQLREERLRQYAEKKAKKPALVAKSSILLDVKPWDDETDMAQLEACVRSIQLDGLVWGASKLVPVGYGIRKLQIQCVVEDDKVGTDLLEEEITKFEEHVQSVDIAAFNKI. Result: 0 (no interaction). (3) The miRNA is hsa-miR-615-3p with sequence UCCGAGCCUGGGUCUCCCUCUU. The protein sequence of the target gene is MHKHQHCCKCPECYEVTRLAALRRLEPPGYGDWQVPDPYGPGGGNGASAGYGGYSSQTLPSQAGATPTPRTKAKLIPTGRDVGPVPPKPVPGKSTPKLNGSGPSWWPECTCTNRDWYEQVNGSDGMFKYEEIVLERGNSGLGFSIAGGIDNPHVPDDPGIFITKIIPGGAAAMDGRLGVNDCVLRVNEVDVSEVVHSRAVEALKEAGPVVRLVVRRRQPPPETIMEVNLLKGPKGLGFSIAGGIGNQHIPGDNSIYITKIIEGGAAQKDGRLQIGDRLLAVNNTNLQDVRHEEAVASLKN.... Result: 1 (interaction).